Dataset: Reaction yield outcomes from USPTO patents with 853,638 reactions. Task: Predict the reaction yield, written as a fraction of the theoretical maximum amount of product (1.0 means a 100% yield; for example, 0.34 means a 34% yield). (1) The reactants are [F:1][C:2]([F:20])([F:19])[C:3](O)=[CH:4][C:5]([C:7]1[CH:17]=[CH:16][C:10]2[O:11][CH2:12][C:13](=[O:15])[NH:14][C:9]=2[CH:8]=1)=O.[CH:21]1[CH:26]=[CH:25][C:24]([CH2:27][CH2:28][NH:29][NH2:30])=[CH:23][CH:22]=1.OS(O)(=O)=O. No catalyst specified. The product is [CH2:28]([N:29]1[C:5]([C:7]2[CH:17]=[CH:16][C:10]3[O:11][CH2:12][C:13](=[O:15])[NH:14][C:9]=3[CH:8]=2)=[CH:4][C:3]([C:2]([F:20])([F:19])[F:1])=[N:30]1)[CH2:27][C:24]1[CH:25]=[CH:26][CH:21]=[CH:22][CH:23]=1. The yield is 0.910. (2) The reactants are [Cl:1][C:2]1[CH:7]=[CH:6][C:5]([C:8]2[N:9]([C:18]3[CH:23]=[CH:22][C:21]([S:24]([CH3:27])(=[O:26])=[O:25])=[CH:20][CH:19]=3)[CH2:10][C:11](O)([C:13]([F:16])([F:15])[F:14])[N:12]=2)=[CH:4][CH:3]=1.O.C1(C)C=CC(S(O)(=O)=O)=CC=1. The catalyst is C1(C)C=CC=CC=1. The product is [Cl:1][C:2]1[CH:7]=[CH:6][C:5]([C:8]2[N:9]([C:18]3[CH:23]=[CH:22][C:21]([S:24]([CH3:27])(=[O:25])=[O:26])=[CH:20][CH:19]=3)[CH:10]=[C:11]([C:13]([F:16])([F:14])[F:15])[N:12]=2)=[CH:4][CH:3]=1. The yield is 0.710.